This data is from Forward reaction prediction with 1.9M reactions from USPTO patents (1976-2016). The task is: Predict the product of the given reaction. Given the reactants [C:1]([C:5]1[CH:12]=[CH:11][C:8]([C:9]#[N:10])=[C:7]([OH:13])[CH:6]=1)([CH3:4])([CH3:3])[CH3:2].[C:14](=O)([O-])[O-].[K+].[K+].IC, predict the reaction product. The product is: [C:1]([C:5]1[CH:12]=[CH:11][C:8]([C:9]#[N:10])=[C:7]([O:13][CH3:14])[CH:6]=1)([CH3:4])([CH3:2])[CH3:3].